Dataset: Forward reaction prediction with 1.9M reactions from USPTO patents (1976-2016). Task: Predict the product of the given reaction. Given the reactants [Br:1][C:2]1[CH:3]=[CH:4][C:5]([F:10])=[C:6]([CH:9]=1)[CH:7]=[O:8].C[Mg+].[Br-].[C:14](=O)(O)[O-].[Na+].CC(C)=O, predict the reaction product. The product is: [Br:1][C:2]1[CH:3]=[CH:4][C:5]([F:10])=[C:6]([C:7](=[O:8])[CH3:14])[CH:9]=1.